This data is from Full USPTO retrosynthesis dataset with 1.9M reactions from patents (1976-2016). The task is: Predict the reactants needed to synthesize the given product. Given the product [F:18][C:15]1[CH:16]=[CH:17][C:12]([CH2:11][N:8]2[C:4]3=[N:5][CH:6]=[CH:7][C:2]([C:28]4[CH:29]=[CH:30][C:25]([N:23]5[CH:24]=[C:20]([CH3:19])[N:21]=[CH:22]5)=[CH:26][CH:27]=4)=[C:3]3[CH:10]=[CH:9]2)=[CH:13][CH:14]=1, predict the reactants needed to synthesize it. The reactants are: Cl[C:2]1[CH:7]=[CH:6][N:5]=[C:4]2[N:8]([CH2:11][C:12]3[CH:17]=[CH:16][C:15]([F:18])=[CH:14][CH:13]=3)[CH:9]=[CH:10][C:3]=12.[CH3:19][C:20]1[N:21]=[CH:22][N:23]([C:25]2[CH:30]=[CH:29][C:28]([Sn](CCCC)(CCCC)CCCC)=[CH:27][CH:26]=2)[CH:24]=1.C(=O)([O-])[O-].[K+].[K+].C1(C)C=CC=CC=1.